From a dataset of Catalyst prediction with 721,799 reactions and 888 catalyst types from USPTO. Predict which catalyst facilitates the given reaction. (1) Reactant: [OH:1][CH2:2][C:3]1[CH:12]=[CH:11][C:6]([C:7]([O:9][CH3:10])=[O:8])=[CH:5][N:4]=1. Product: [CH:2]([C:3]1[CH:12]=[CH:11][C:6]([C:7]([O:9][CH3:10])=[O:8])=[CH:5][N:4]=1)=[O:1]. The catalyst class is: 177. (2) Product: [CH:42]1([CH2:43][C@@H:3]([C:1]([NH:13][NH:12][C:11]2[C:6]([F:5])=[C:7]([N:15]3[CH2:24][CH2:23][N:22]4[C@H:17]([CH2:18][O:19][CH2:20][CH2:21]4)[CH2:16]3)[N:8]=[C:9]([CH3:14])[N:10]=2)=[O:4])[CH2:46][N:47]([O:29][CH2:30][C:31]2[CH:37]=[CH:36][CH:41]=[CH:40][CH:39]=2)[CH:49]=[O:50])[CH2:40][CH2:41][CH2:36][CH2:37]1. The catalyst class is: 28. Reactant: [CH:1]([OH:4])([CH3:3])C.[F:5][C:6]1[C:7]([N:15]2[CH2:24][CH2:23][N:22]3[C@H:17]([CH2:18][O:19][CH2:20][CH2:21]3)[CH2:16]2)=[N:8][C:9]([CH3:14])=[N:10][C:11]=1[NH:12][NH2:13].CN1[CH2:31][CH2:30][O:29]CC1.ON1[C:37]2N=[CH:39][CH:40]=[CH:41][C:36]=2N=N1.[CH2:42](Cl)[CH2:43]Cl.[CH3:46][N:47]([CH:49]=[O:50])C. (3) Reactant: [CH2:1]([C:5]1[N:6]([CH2:12][C:13]2[CH:22]=[CH:21][C:16]([C:17]([O:19]C)=[O:18])=[CH:15][CH:14]=2)[C:7]([CH:10]=O)=[CH:8][N:9]=1)[CH2:2][CH2:3][CH3:4].[C:23]([CH:26]([CH2:32][C:33]1[S:34][CH:35]=[CH:36][CH:37]=1)C(OCC)=O)([OH:25])=[O:24]. Product: [CH3:4][CH2:3][CH2:2][CH2:1][C:5]1[N:6]([CH2:12][C:13]2[CH:22]=[CH:21][C:16]([C:17]([OH:19])=[O:18])=[CH:15][CH:14]=2)[C:7](/[CH:10]=[C:26](/[C:23]([OH:25])=[O:24])\[CH2:32][C:33]2[S:34][CH:35]=[CH:36][CH:37]=2)=[CH:8][N:9]=1. The catalyst class is: 244. (4) Reactant: [Br:1][C:2]1[CH:9]=[CH:8][C:5]([CH:6]=O)=[CH:4][N:3]=1.[NH2:10][CH2:11][CH2:12][CH2:13][OH:14].C(O)(=O)C.C(O[BH-](OC(=O)C)OC(=O)C)(=O)C.[Na+]. Product: [Br:1][C:2]1[N:3]=[CH:4][C:5]([CH2:6][NH:10][CH2:11][CH2:12][CH2:13][OH:14])=[CH:8][CH:9]=1. The catalyst class is: 91. (5) Reactant: [Br:1][C:2]1[CH:3]=[C:4]([CH:14]=[C:15]([Cl:17])[CH:16]=1)[O:5][C:6]1[C:7](Cl)=[N:8][CH:9]=[CH:10][C:11]=1[CH3:12].O.[NH2:19][NH2:20]. Product: [Br:1][C:2]1[CH:3]=[C:4]([CH:14]=[C:15]([Cl:17])[CH:16]=1)[O:5][C:6]1[C:7]([NH:19][NH2:20])=[N:8][CH:9]=[CH:10][C:11]=1[CH3:12]. The catalyst class is: 16. (6) Reactant: [C:1]([O:5][C:6]([N:8]1[CH2:13][CH2:12][CH2:11][CH2:10][C@@H:9]1[CH2:14][O:15][C:16]1[CH:21]=[CH:20][CH:19]=[C:18]([NH2:22])[C:17]=1[C:23]#[N:24])=[O:7])([CH3:4])([CH3:3])[CH3:2].N1C=CC=CC=1.[S:31](Cl)(=[O:34])(=[O:33])[NH2:32].C([O-])(O)=O.[Na+]. Product: [C:1]([O:5][C:6]([N:8]1[CH2:13][CH2:12][CH2:11][CH2:10][C@@H:9]1[CH2:14][O:15][C:16]1[CH:21]=[CH:20][CH:19]=[C:18]([NH:22][S:31](=[O:34])(=[O:33])[NH2:32])[C:17]=1[C:23]#[N:24])=[O:7])([CH3:4])([CH3:2])[CH3:3]. The catalyst class is: 44. (7) The catalyst class is: 155. Reactant: Cl[C:2]1[CH:7]=[C:6]([CH:8]([S:17][C:18]2[CH:23]=[CH:22][C:21]([Cl:24])=[CH:20][CH:19]=2)[C:9]2[CH:14]=[C:13]([F:15])[CH:12]=[CH:11][C:10]=2[F:16])[C:5]([Cl:25])=[CH:4][N:3]=1.[NH:26]1[CH2:31][CH2:30][O:29][CH:28]([CH2:32][NH:33][C:34](=[O:40])[O:35][C:36]([CH3:39])([CH3:38])[CH3:37])[CH2:27]1. Product: [Cl:25][C:5]1[C:6]([CH:8]([S:17][C:18]2[CH:19]=[CH:20][C:21]([Cl:24])=[CH:22][CH:23]=2)[C:9]2[CH:14]=[C:13]([F:15])[CH:12]=[CH:11][C:10]=2[F:16])=[CH:7][C:2]([N:26]2[CH2:31][CH2:30][O:29][CH:28]([CH2:32][NH:33][C:34](=[O:40])[O:35][C:36]([CH3:38])([CH3:37])[CH3:39])[CH2:27]2)=[N:3][CH:4]=1. (8) Reactant: [C:1]([O-:4])(=O)[CH3:2].[Na+].Cl.Cl.[CH2:8]([NH:15][NH2:16])[C:9]1[CH:14]=[CH:13][CH:12]=[CH:11][CH:10]=1.O. Product: [CH2:8]([N:15]1[C:8]2[C:9](=[CH:10][CH:11]=[C:1]([OH:4])[CH:2]=2)[C:14]([CH2:13][CH3:12])=[N:16]1)[C:9]1[CH:14]=[CH:13][CH:12]=[CH:11][CH:10]=1. The catalyst class is: 113. (9) Reactant: [CH3:1][O:2][C:3]1[CH:25]=[C:24]([O:26][CH3:27])[CH:23]=[CH:22][C:4]=1[O:5][CH2:6][C@@H:7]1[C@:16]2([CH3:17])[C@H:11]([C:12]([CH3:19])([CH3:18])[CH2:13][CH2:14][CH2:15]2)[CH2:10][CH2:9][C@@:8]1([CH3:21])O.Cl[Sn](Cl)(Cl)Cl. Product: [CH3:27][O:26][C:24]1[CH:23]=[C:22]2[C:4](=[C:3]([O:2][CH3:1])[CH:25]=1)[O:5][CH2:6][C@H:7]1[C@@:8]2([CH3:21])[CH2:9][CH2:10][C@@H:11]2[C@:16]1([CH3:17])[CH2:15][CH2:14][CH2:13][C:12]2([CH3:19])[CH3:18]. The catalyst class is: 2. (10) Reactant: [Cl:1][C:2]1[CH:3]=[C:4]([CH2:8][CH2:9][NH:10][C:11]2[CH:16]=[CH:15][NH:14][C:13](=[O:17])[C:12]=2[C:18]2[NH:19][C:20]3[C:26]([C:27](O)=[O:28])=[CH:25][CH:24]=[CH:23][C:21]=3[N:22]=2)[CH:5]=[CH:6][CH:7]=1.[CH2:30]([NH2:37])[C:31]1[CH:36]=[CH:35][CH:34]=[CH:33][CH:32]=1.CCN(C(C)C)C(C)C.CN(C(ON1N=NC2C=CC=NC1=2)=[N+](C)C)C.[F:64][P-](F)(F)(F)(F)F.FC1C=C(C=CC=1)CNC(C1C2NC(C3C(=O)NC=CC=3NC[C@@H](O)C3C=CC=CC=3)=NC=2C=CC=1)=O. Product: [F:64][C:34]1[CH:35]=[CH:36][C:31]([CH2:30][NH:37][C:27]([C:26]2[C:20]3[NH:19][C:18]([C:12]4[C:13](=[O:17])[NH:14][CH:15]=[CH:16][C:11]=4[NH:10][CH2:9][CH2:8][C:4]4[CH:5]=[CH:6][CH:7]=[C:2]([Cl:1])[CH:3]=4)=[N:22][C:21]=3[CH:23]=[CH:24][CH:25]=2)=[O:28])=[CH:32][CH:33]=1. The catalyst class is: 3.